The task is: Predict which catalyst facilitates the given reaction.. This data is from Catalyst prediction with 721,799 reactions and 888 catalyst types from USPTO. Reactant: Br[C:2]1[CH:3]=[C:4]([C:8]2[N:9]=[C:10]([CH2:27][CH3:28])[S:11][C:12]=2[C:13]2[CH:18]=[CH:17][N:16]=[C:15]([NH:19]C(OC(C)(C)C)=O)[CH:14]=2)[CH:5]=[CH:6][CH:7]=1.[Cu](C#N)[C:30]#[N:31].O.N. Product: [C:30]([C:2]1[CH:3]=[C:4]([C:8]2[N:9]=[C:10]([CH2:27][CH3:28])[S:11][C:12]=2[C:13]2[CH:18]=[CH:17][N:16]=[C:15]([NH2:19])[CH:14]=2)[CH:5]=[CH:6][CH:7]=1)#[N:31]. The catalyst class is: 9.